This data is from Forward reaction prediction with 1.9M reactions from USPTO patents (1976-2016). The task is: Predict the product of the given reaction. (1) Given the reactants [N:1]([Si](C)(C)C)=[N+:2]=[N-:3].C[Si](C)(C)[O:10][CH2:11][C:12]1[CH:21]=[CH:20][C:15]([C:16]([O:18][CH3:19])=[O:17])=[CH:14][CH:13]=1.O=[CH:25][CH2:26][CH2:27][NH:28][C:29](=[O:34])[C:30]([F:33])([F:32])[F:31], predict the reaction product. The product is: [N:1]([CH:25]([O:10][CH2:11][C:12]1[CH:21]=[CH:20][C:15]([C:16]([O:18][CH3:19])=[O:17])=[CH:14][CH:13]=1)[CH2:26][CH2:27][NH:28][C:29](=[O:34])[C:30]([F:33])([F:32])[F:31])=[N+:2]=[N-:3]. (2) Given the reactants C(OC([N:8]1[CH2:11][CH:10]([CH2:12][O:13][C:14]2[CH:19]=[CH:18][CH:17]=[CH:16][CH:15]=2)[CH2:9]1)=O)(C)(C)C, predict the reaction product. The product is: [O:13]([CH2:12][CH:10]1[CH2:9][NH:8][CH2:11]1)[C:14]1[CH:19]=[CH:18][CH:17]=[CH:16][CH:15]=1. (3) Given the reactants [NH:1]1[C:9]2[C:4](=[CH:5][CH:6]=[CH:7][CH:8]=2)[C@@:3]2([C:13]3=[CH:14][C:15]4[O:19][CH2:18][O:17][C:16]=4[CH:20]=[C:12]3[O:11][CH2:10]2)[C:2]1=[O:21].C(=O)([O-])[O-].[Cs+].[Cs+].Br[CH2:29][C:30]1[O:31][C:32]([C:35]([F:38])([F:37])[F:36])=[CH:33][CH:34]=1, predict the reaction product. The product is: [F:36][C:35]([F:38])([F:37])[C:32]1[O:31][C:30]([CH2:29][N:1]2[C:9]3[C:4](=[CH:5][CH:6]=[CH:7][CH:8]=3)[C@@:3]3([C:13]4=[CH:14][C:15]5[O:19][CH2:18][O:17][C:16]=5[CH:20]=[C:12]4[O:11][CH2:10]3)[C:2]2=[O:21])=[CH:34][CH:33]=1. (4) Given the reactants [C:1]([O:5][C:6](=[O:12])[NH:7][C@@H:8]([CH3:11])[CH:9]=[O:10])([CH3:4])([CH3:3])[CH3:2].Br[C:14]([F:21])([F:20])[C:15]([O:17][CH2:18][CH3:19])=[O:16].Cl, predict the reaction product. The product is: [C:1]([O:5][C:6]([NH:7][C@@H:8]([CH3:11])[C@@H:9]([OH:10])[C:14]([F:21])([F:20])[C:15]([O:17][CH2:18][CH3:19])=[O:16])=[O:12])([CH3:4])([CH3:2])[CH3:3]. (5) Given the reactants [Br:1][CH2:2][CH2:3][CH2:4][CH2:5][CH2:6][C:7]([C:9]1[CH:14]=[C:13]([O:15][CH3:16])[C:12]([O:17][CH3:18])=[CH:11][C:10]=1[OH:19])=[O:8].[CH3:20]CCCCCC, predict the reaction product. The product is: [Br:1][CH2:2][CH2:3][CH2:4][CH2:5][C:6]1[C:7](=[O:8])[C:9]2[C:10](=[CH:11][C:12]([O:17][CH3:18])=[C:13]([O:15][CH3:16])[CH:14]=2)[O:19][CH:20]=1.